Dataset: Full USPTO retrosynthesis dataset with 1.9M reactions from patents (1976-2016). Task: Predict the reactants needed to synthesize the given product. (1) Given the product [O:17]1[CH2:16][CH:15]1[CH2:13][O:1][C:2]1[CH:3]=[CH:4][C:5]([CH2:8][C:9]([O:11][CH3:12])=[O:10])=[CH:6][CH:7]=1, predict the reactants needed to synthesize it. The reactants are: [OH:1][C:2]1[CH:7]=[CH:6][C:5]([CH2:8][C:9]([O:11][CH3:12])=[O:10])=[CH:4][CH:3]=1.[CH2:13]([CH:15]1[O:17][CH2:16]1)Cl.N1C=CC=CC=1. (2) Given the product [F:11][C:12]1[CH:20]=[CH:19][C:18]([I:21])=[CH:17][C:13]=1[C:14]([NH:6][CH3:4])=[O:15], predict the reactants needed to synthesize it. The reactants are: Cl.CN.[CH2:4]([N:6](CC)CC)C.[F:11][C:12]1[CH:20]=[CH:19][C:18]([I:21])=[CH:17][C:13]=1[C:14](Cl)=[O:15].